Dataset: Catalyst prediction with 721,799 reactions and 888 catalyst types from USPTO. Task: Predict which catalyst facilitates the given reaction. (1) Reactant: [CH3:1][CH:2]([N:4]1[C:8](B2OC(C)(C)C(C)(C)O2)=[CH:7][CH:6]=[N:5]1)[CH3:3].[C:18](=[O:21])([O-])[O-:19].[Na+].[Na+].[CH2:24](O)[CH3:25].[C:27]1([CH3:33])[CH:32]=[CH:31][CH:30]=CC=1. Product: [CH3:3][CH:2]([N:4]1[C:8]([C:30]2[CH2:31][CH2:32][CH2:27][C:33]=2[C:18]([O:19][CH2:24][CH3:25])=[O:21])=[CH:7][CH:6]=[N:5]1)[CH3:1]. The catalyst class is: 140. (2) Reactant: [F:1][C:2]1[CH:3]=[N:4][C:5]([NH:11][CH:12]2[CH2:17][CH2:16][N:15]([CH3:18])[CH2:14][CH2:13]2)=[C:6]([CH:10]=1)[C:7]([OH:9])=O.C(N(CC)CC)C.[C:26]([O:30][C:31](=[O:40])[NH:32][CH:33]1[CH2:38][CH2:37][CH:36]([NH2:39])[CH2:35][CH2:34]1)([CH3:29])([CH3:28])[CH3:27]. Product: [F:1][C:2]1[CH:10]=[C:6]([C:7]([NH:39][C@@H:36]2[CH2:37][CH2:38][C@H:33]([NH:32][C:31](=[O:40])[O:30][C:26]([CH3:28])([CH3:27])[CH3:29])[CH2:34][CH2:35]2)=[O:9])[C:5]([NH:11][CH:12]2[CH2:17][CH2:16][N:15]([CH3:18])[CH2:14][CH2:13]2)=[N:4][CH:3]=1. The catalyst class is: 10.